Task: Predict which catalyst facilitates the given reaction.. Dataset: Catalyst prediction with 721,799 reactions and 888 catalyst types from USPTO (1) Reactant: [NH2:1][CH2:2][CH2:3][CH2:4][CH2:5][CH2:6][CH2:7][OH:8].[OH-].[Na+].[C:11]([O:15][C:16](O[C:16]([O:15][C:11]([CH3:14])([CH3:13])[CH3:12])=[O:17])=[O:17])([CH3:14])([CH3:13])[CH3:12].O. Product: [C:11]([O:15][C:16]([NH:1][CH2:2][CH2:3][CH2:4][CH2:5][CH2:6][CH2:7][OH:8])=[O:17])([CH3:14])([CH3:13])[CH3:12]. The catalyst class is: 174. (2) Reactant: [Br:1][C:2]1[CH:3]=[C:4]([CH:6]=[CH:7][CH:8]=1)[NH2:5].[CH:9](=O)[C:10]1[CH:15]=[CH:14][CH:13]=[CH:12][CH:11]=1.C(O)(=O)C.[BH4-].[Na+]. Product: [CH2:9]([NH:5][C:4]1[CH:6]=[CH:7][CH:8]=[C:2]([Br:1])[CH:3]=1)[C:10]1[CH:15]=[CH:14][CH:13]=[CH:12][CH:11]=1. The catalyst class is: 7.